Dataset: Full USPTO retrosynthesis dataset with 1.9M reactions from patents (1976-2016). Task: Predict the reactants needed to synthesize the given product. (1) Given the product [CH3:1][O:2][C:3]1[C:11]2[NH:10][C:9]([C:12]3[S:13][CH:14]=[CH:15][CH:16]=3)=[N:8][C:7]=2[C:6]([C:17]([NH:20][CH:21]2[CH2:22][CH2:23][N:24]([C:27]([O:29][C:30]([CH3:33])([CH3:32])[CH3:31])=[O:28])[CH2:25][CH2:26]2)=[O:19])=[CH:5][CH:4]=1, predict the reactants needed to synthesize it. The reactants are: [CH3:1][O:2][C:3]1[C:11]2[N:10]=[C:9]([C:12]3[S:13][CH:14]=[CH:15][CH:16]=3)[NH:8][C:7]=2[C:6]([C:17]([OH:19])=O)=[CH:5][CH:4]=1.[NH2:20][CH:21]1[CH2:26][CH2:25][N:24]([C:27]([O:29][C:30]([CH3:33])([CH3:32])[CH3:31])=[O:28])[CH2:23][CH2:22]1. (2) Given the product [CH3:19][S:20]([O:18][CH2:17][CH2:16][CH2:15][S:12]([C:4]1[CH:5]=[CH:6][C:7]([N+:9]([O-:11])=[O:10])=[CH:8][C:3]=1[O:2][CH3:1])(=[O:14])=[O:13])(=[O:22])=[O:21], predict the reactants needed to synthesize it. The reactants are: [CH3:1][O:2][C:3]1[CH:8]=[C:7]([N+:9]([O-:11])=[O:10])[CH:6]=[CH:5][C:4]=1[S:12]([CH2:15][CH2:16][CH2:17][OH:18])(=[O:14])=[O:13].[CH3:19][S:20](Cl)(=[O:22])=[O:21].